Predict the reactants needed to synthesize the given product. From a dataset of Full USPTO retrosynthesis dataset with 1.9M reactions from patents (1976-2016). (1) Given the product [C:12]([NH:11][S:8]([C:6]1[CH:7]=[C:2]([B:21]2[O:22][C:23]([CH3:25])([CH3:24])[C:19]([CH3:35])([CH3:18])[O:20]2)[CH:3]=[CH:4][C:5]=1[O:16][CH3:17])(=[O:10])=[O:9])([CH3:15])([CH3:14])[CH3:13], predict the reactants needed to synthesize it. The reactants are: Br[C:2]1[CH:3]=[CH:4][C:5]([O:16][CH3:17])=[C:6]([S:8]([NH:11][C:12]([CH3:15])([CH3:14])[CH3:13])(=[O:10])=[O:9])[CH:7]=1.[CH3:18][C:19]1([CH3:35])[C:23]([CH3:25])([CH3:24])[O:22][B:21]([B:21]2[O:22][C:23]([CH3:25])([CH3:24])[C:19]([CH3:35])([CH3:18])[O:20]2)[O:20]1.C([O-])(=O)C.[K+].C(Cl)Cl. (2) Given the product [C:19]([C:20]1[S:21][C:22]([C:25]#[CH:26])=[CH:23][CH:24]=1)#[CH:18], predict the reactants needed to synthesize it. The reactants are: IC1SC(I)=CC=1.C[Si](C#C)(C)C.C[Si]([C:18]#[C:19][C:20]1[S:21][C:22]([C:25]#[C:26][Si](C)(C)C)=[CH:23][CH:24]=1)(C)C.[OH-].[K+].